This data is from Full USPTO retrosynthesis dataset with 1.9M reactions from patents (1976-2016). The task is: Predict the reactants needed to synthesize the given product. (1) Given the product [OH:13][N:12]=[CH:1][C:3]1[CH:4]=[C:5]([CH:8]=[CH:9][CH:10]=1)[C:6]#[N:7], predict the reactants needed to synthesize it. The reactants are: [CH:1]([C:3]1[CH:4]=[C:5]([CH:8]=[CH:9][CH:10]=1)[C:6]#[N:7])=O.Cl.[NH2:12][OH:13]. (2) The reactants are: [F:1][C:2]1[CH:7]=[CH:6][C:5]([C:8]2[C:12]3[CH:13]=[N:14][C:15]([NH:17][C:18]([NH:20][C@@H:21]([C:23]4[CH:28]=[CH:27][CH:26]=[CH:25][CH:24]=4)[CH3:22])=[O:19])=[CH:16][C:11]=3[N:10](C(C3C=CC=CC=3)(C3C=CC=CC=3)C3C=CC=CC=3)[N:9]=2)=[CH:4][CH:3]=1.C(O)(C(F)(F)F)=O.C([SiH](CC)CC)C. Given the product [F:1][C:2]1[CH:3]=[CH:4][C:5]([C:8]2[C:12]3[CH:13]=[N:14][C:15]([NH:17][C:18]([NH:20][C@@H:21]([C:23]4[CH:24]=[CH:25][CH:26]=[CH:27][CH:28]=4)[CH3:22])=[O:19])=[CH:16][C:11]=3[NH:10][N:9]=2)=[CH:6][CH:7]=1, predict the reactants needed to synthesize it. (3) Given the product [ClH:19].[NH2:1][C:2]1[N:7]=[C:6]([C:8]2[NH:16][C:15]3[CH:14]([CH3:17])[CH2:13][NH:12][C:11](=[O:18])[C:10]=3[CH:9]=2)[CH:5]=[CH:4][N:3]=1, predict the reactants needed to synthesize it. The reactants are: [NH2:1][C:2]1[N:7]=[C:6]([C:8]2[NH:16][C:15]3[CH:14]([CH3:17])[CH2:13][NH:12][C:11](=[O:18])[C:10]=3[CH:9]=2)[CH:5]=[CH:4][N:3]=1.[ClH:19].NC1N=C(C2NC3CC(C)NC(=O)C=3C=2)C=CN=1. (4) Given the product [CH3:14][C:11]1[N:10]=[C:9]([C:15]#[N:16])[C:8]([C:19]2[N:24]=[CH:23][C:22]([CH3:25])=[CH:21][N:20]=2)=[CH:13][CH:12]=1, predict the reactants needed to synthesize it. The reactants are: CC1(C)COB([C:8]2[C:9]([C:15]#[N:16])=[N:10][C:11]([CH3:14])=[CH:12][CH:13]=2)OC1.Cl[C:19]1[N:24]=[CH:23][C:22]([CH3:25])=[CH:21][N:20]=1.[F-].[Cs+].